This data is from Forward reaction prediction with 1.9M reactions from USPTO patents (1976-2016). The task is: Predict the product of the given reaction. (1) Given the reactants [C:1]([Mg]Br)([CH3:3])=[CH2:2].[CH:6]([SiH:9]([CH:11]([CH3:13])[CH3:12])Cl)([CH3:8])[CH3:7], predict the reaction product. The product is: [C:1]([SiH:9]([CH:11]([CH3:13])[CH3:12])[CH:6]([CH3:8])[CH3:7])([CH3:3])=[CH2:2]. (2) Given the reactants CC(C)([O-])C.[Na+].[C:7]([O:14][CH2:15][CH3:16])(=[O:13])[C:8]([O:10]CC)=O.[C:17]1(=[O:32])[N:21]([CH2:22][CH2:23][C:24](=[O:26])[CH3:25])[C:20](=[O:27])[C:19]2=[CH:28][CH:29]=[CH:30][CH:31]=[C:18]12.[Na], predict the reaction product. The product is: [O:10]=[C:8]([CH2:25][C:24](=[O:26])[CH2:23][CH2:22][N:21]1[C:17](=[O:32])[C:18]2=[CH:31][CH:30]=[CH:29][CH:28]=[C:19]2[C:20]1=[O:27])[C:7]([O:14][CH2:15][CH3:16])=[O:13]. (3) The product is: [Br:1][C:2]1[CH:3]=[C:4]([NH:5][S:21]([C:18]2[CH:19]=[CH:20][C:15]([I:14])=[CH:16][CH:17]=2)(=[O:23])=[O:22])[CH:6]=[CH:7][C:8]=1[O:9][C:10]([F:11])([F:12])[F:13]. Given the reactants [Br:1][C:2]1[CH:3]=[C:4]([CH:6]=[CH:7][C:8]=1[O:9][C:10]([F:13])([F:12])[F:11])[NH2:5].[I:14][C:15]1[CH:20]=[CH:19][C:18]([S:21](Cl)(=[O:23])=[O:22])=[CH:17][CH:16]=1, predict the reaction product. (4) The product is: [N+:1]([C:4]1[CH:5]=[C:6]2[N:11]=[CH:14][NH:10][C:7]2=[N:8][CH:9]=1)([O-:3])=[O:2]. Given the reactants [N+:1]([C:4]1[CH:5]=[C:6]([NH2:11])[C:7]([NH2:10])=[N:8][CH:9]=1)([O-:3])=[O:2].[OH-].[Na+].[CH:14](O)=O, predict the reaction product. (5) Given the reactants [CH:1]1[C:13]2[C:12](=[CH:14][C:15]([NH:17][CH2:18][CH2:19][CH2:20][CH2:21][CH2:22][CH2:23][CH2:24][C:25](O)=[O:26])=[O:16])[C:11]3[C:6](=[CH:7][CH:8]=[CH:9][CH:10]=3)[C:5]=2[CH:4]=[CH:3][CH:2]=1.Cl.C(N=C=NCCCN(C)C)C.O[C:41]1[C:49]2[N:48]=N[NH:46][C:45]=2[CH:44]=[CH:43][CH:42]=1.C(N(CC)CC)C.C1(N)C=CC=CC=1N, predict the reaction product. The product is: [CH:10]1[C:11]2[C:12](=[CH:14][C:15]([NH:17][CH2:18][CH2:19][CH2:20][CH2:21][CH2:22][CH2:23][CH2:24][C:25]([NH:46][C:45]3[CH:44]=[CH:43][CH:42]=[CH:41][C:49]=3[NH2:48])=[O:26])=[O:16])[C:13]3[C:5](=[CH:4][CH:3]=[CH:2][CH:1]=3)[C:6]=2[CH:7]=[CH:8][CH:9]=1. (6) Given the reactants [Cl:1][C:2]1[CH:3]=[C:4]2[C:9](=[CH:10][CH:11]=1)[N:8]=[C:7]([NH:12][C:13](=[O:17])OCC)[C:6]([O:18][CH3:19])=[N:5]2.[C:20]1([N:26]2[CH2:31][CH2:30][NH:29][CH2:28][CH2:27]2)[CH:25]=[CH:24][CH:23]=[CH:22][CH:21]=1.C1CCN2C(=NCCC2)CC1, predict the reaction product. The product is: [Cl:1][C:2]1[CH:3]=[C:4]2[C:9](=[CH:10][CH:11]=1)[N:8]=[C:7]([NH:12][C:13]([N:29]1[CH2:30][CH2:31][N:26]([C:20]3[CH:25]=[CH:24][CH:23]=[CH:22][CH:21]=3)[CH2:27][CH2:28]1)=[O:17])[C:6]([O:18][CH3:19])=[N:5]2. (7) Given the reactants [NH2:1][C:2]1[CH:3]=[C:4]2[C:8](=[CH:9][CH:10]=1)[N:7]([CH2:11][CH:12]([CH3:14])[CH3:13])[NH:6][C:5]2=[O:15].[F:16][C:17]([F:29])([F:28])[C:18]1[CH:19]=[C:20]([S:24](Cl)(=[O:26])=[O:25])[CH:21]=[CH:22][CH:23]=1, predict the reaction product. The product is: [CH2:11]([N:7]1[C:8]2[C:4](=[CH:3][C:2]([NH:1][S:24]([C:20]3[CH:21]=[CH:22][CH:23]=[C:18]([C:17]([F:16])([F:28])[F:29])[CH:19]=3)(=[O:26])=[O:25])=[CH:10][CH:9]=2)[C:5](=[O:15])[NH:6]1)[CH:12]([CH3:13])[CH3:14].